Dataset: Full USPTO retrosynthesis dataset with 1.9M reactions from patents (1976-2016). Task: Predict the reactants needed to synthesize the given product. Given the product [NH2:16][CH2:15][C:10]1[CH:11]=[CH:12][CH:13]=[CH:14][C:9]=1[CH2:8][NH:7][C:6](=[O:5])[CH3:18], predict the reactants needed to synthesize it. The reactants are: C([O:5][C:6](=O)[NH:7][CH2:8][C:9]1[CH:14]=[CH:13][CH:12]=[CH:11][C:10]=1[CH2:15][NH2:16])(C)(C)C.[CH2:18](N(CC)CC)C.CC(OC(C)=O)=O.Cl.O1CCOCC1.